Dataset: Full USPTO retrosynthesis dataset with 1.9M reactions from patents (1976-2016). Task: Predict the reactants needed to synthesize the given product. Given the product [CH2:1]([O:3][C:4](=[O:31])[CH:5]([S:35][CH2:33][CH3:34])[CH2:6][C:7]1[CH:12]=[CH:11][C:10]([CH2:13][CH2:14][N:15]([C:23]([O:25][C:26]([CH3:29])([CH3:28])[CH3:27])=[O:24])[CH2:16][CH2:17][CH2:18][CH2:19][CH2:20][CH2:21][CH3:22])=[CH:9][CH:8]=1)[CH3:2], predict the reactants needed to synthesize it. The reactants are: [CH2:1]([O:3][C:4](=[O:31])[CH:5](O)[CH2:6][C:7]1[CH:12]=[CH:11][C:10]([CH2:13][CH2:14][N:15]([C:23]([O:25][C:26]([CH3:29])([CH3:28])[CH3:27])=[O:24])[CH2:16][CH2:17][CH2:18][CH2:19][CH2:20][CH2:21][CH3:22])=[CH:9][CH:8]=1)[CH3:2].[Na].[CH2:33]([SH:35])[CH3:34].